This data is from Full USPTO retrosynthesis dataset with 1.9M reactions from patents (1976-2016). The task is: Predict the reactants needed to synthesize the given product. (1) Given the product [O:33]=[C:34]1[C:42]2[C:37](=[CH:38][CH:39]=[C:40]([C:43]3[CH:44]=[CH:45][C:46]([NH:49][C:50](=[O:62])[C:51]4[CH:56]=[CH:55][C:54]([CH2:57][CH2:58][CH2:59][CH2:60][CH3:61])=[CH:53][CH:52]=4)=[CH:47][CH:48]=3)[CH:41]=2)[CH2:36][N:35]1[C:63]1([C:68]([OH:70])=[O:69])[CH2:64][CH2:65][CH2:66][CH2:67]1, predict the reactants needed to synthesize it. The reactants are: C(NC1C=CC(C2C=C3C(CN([C@@H](C(C)C)C(O)=O)C3=O)=CC=2)=CC=1)(=O)C1C=CC=CC=1.[O:33]=[C:34]1[C:42]2[C:37](=[CH:38][CH:39]=[C:40]([C:43]3[CH:48]=[CH:47][C:46]([NH:49][C:50](=[O:62])[C:51]4[CH:56]=[CH:55][C:54]([CH2:57][CH2:58][CH2:59][CH2:60][CH3:61])=[CH:53][CH:52]=4)=[CH:45][CH:44]=3)[CH:41]=2)[CH2:36][N:35]1[C:63]1([C:68]([O:70]C)=[O:69])[CH2:67][CH2:66][CH2:65][CH2:64]1. (2) Given the product [CH2:1]([S-:13])[CH2:2][CH2:3][CH2:4][CH2:5][CH2:6][CH2:7][CH2:8][CH2:9][CH2:10][CH2:11][CH3:12].[Na+:16], predict the reactants needed to synthesize it. The reactants are: [CH2:1]([SH:13])[CH2:2][CH2:3][CH2:4][CH2:5][CH2:6][CH2:7][CH2:8][CH2:9][CH2:10][CH2:11][CH3:12].C[O-].[Na+:16]. (3) Given the product [NH2:3][O:12][CH:13]1[CH2:18][N:17]([C:19]([O:21][C:22]([CH3:23])([CH3:24])[CH3:25])=[O:20])[CH2:16][C:15]2[N:26]([CH3:29])[N:27]=[CH:28][C:14]1=2, predict the reactants needed to synthesize it. The reactants are: O=C1C2C(=CC=CC=2)C(=O)[N:3]1[O:12][CH:13]1[CH2:18][N:17]([C:19]([O:21][C:22]([CH3:25])([CH3:24])[CH3:23])=[O:20])[CH2:16][C:15]2[N:26]([CH3:29])[N:27]=[CH:28][C:14]1=2.C(Cl)Cl.O.NN. (4) Given the product [O:1]1[C:5]2[CH:6]=[CH:7][C:8]([C:10]3[S:11][CH:12]=[C:13]([C:15]([NH:18][C:19]4[S:23][C:22]([N:24]5[CH2:29][CH2:28][CH:27]([C:30]([O:32][CH2:33][CH3:34])=[O:31])[CH2:26][CH2:25]5)=[N:21][N:20]=4)=[O:17])[N:14]=3)=[CH:9][C:4]=2[CH2:3][CH2:2]1, predict the reactants needed to synthesize it. The reactants are: [O:1]1[C:5]2[CH:6]=[CH:7][C:8]([C:10]3[S:11][CH:12]=[C:13]([C:15]([OH:17])=O)[N:14]=3)=[CH:9][C:4]=2[CH2:3][CH2:2]1.[NH2:18][C:19]1[S:23][C:22]([N:24]2[CH2:29][CH2:28][CH:27]([C:30]([O:32][CH2:33][CH3:34])=[O:31])[CH2:26][CH2:25]2)=[N:21][N:20]=1.CN(C(ON1N=NC2C=CC=CC1=2)=[N+](C)C)C.F[P-](F)(F)(F)(F)F. (5) The reactants are: [Cl:1][C:2]1[CH:10]=[C:9]2[C:5]([C:6]([C:11]([N:13]3[CH2:18][CH2:17][CH:16]([N:19]4[C:27]5[C:22](=[CH:23][CH:24]=[CH:25][CH:26]=5)[CH2:21][C:20]4=[O:28])[CH2:15][CH2:14]3)=[O:12])=[CH:7][NH:8]2)=[CH:4][CH:3]=1.Cl.Cl[CH2:31][CH2:32][N:33]([CH3:35])[CH3:34].C(=O)([O-])[O-].[Cs+].[Cs+]. Given the product [Cl:1][C:2]1[CH:10]=[C:9]2[C:5]([C:6]([C:11]([N:13]3[CH2:18][CH2:17][CH:16]([N:19]4[C:27]5[C:22](=[CH:23][CH:24]=[CH:25][CH:26]=5)[CH2:21][C:20]4=[O:28])[CH2:15][CH2:14]3)=[O:12])=[CH:7][N:8]2[CH2:31][CH2:32][N:33]([CH3:35])[CH3:34])=[CH:4][CH:3]=1, predict the reactants needed to synthesize it. (6) Given the product [Br:3][C:4]1[CH:5]=[CH:6][C:7]2[C:8]3[N:21]([CH2:22][C:23]([CH3:25])([OH:26])[CH3:24])[C:15]([CH2:16][O:17][CH2:18][CH3:19])=[N:14][C:9]=3[CH:10]=[N:11][C:12]=2[CH:13]=1, predict the reactants needed to synthesize it. The reactants are: [OH-].[Na+].[Br:3][C:4]1[CH:13]=[C:12]2[C:7]([C:8]([NH:21][CH2:22][C:23]([OH:26])([CH3:25])[CH3:24])=[C:9]([NH:14][C:15](=O)[CH2:16][O:17][CH2:18][CH3:19])[CH:10]=[N:11]2)=[CH:6][CH:5]=1. (7) Given the product [Cl:48][C:42]1[CH:43]=[CH:44][CH:45]=[C:46]([F:47])[C:41]=1[CH2:40][CH2:39][C:28]1[CH:29]=[C:30]([OH:31])[C:25](=[O:24])[NH:26][N:27]=1, predict the reactants needed to synthesize it. The reactants are: OC1C(=O)NN=C(CCC2C=CC=CC=2)C=1.C([O:24][C:25]1[N:26]=[N:27][C:28]([C:39]#[C:40][C:41]2[C:46]([F:47])=[CH:45][CH:44]=[CH:43][C:42]=2[Cl:48])=[CH:29][C:30]=1[O:31]CC1C=CC=CC=1)C1C=CC=CC=1.